Dataset: Experimentally validated miRNA-target interactions with 360,000+ pairs, plus equal number of negative samples. Task: Binary Classification. Given a miRNA mature sequence and a target amino acid sequence, predict their likelihood of interaction. (1) The miRNA is mmu-miR-6715-3p with sequence CCAAACCAGGCGUGCCUGUGG. The protein sequence of the target gene is MPRLFLFHLLEFCLLLNQFSRAVAAKWKDDVIKLCGRELVRAQIAICGMSTWSKRSLSQEDAPQTPRPVAEIVPSFINKDTETIIIMLEFIANLPPELKAALSERQPSLPELQQYVPALKDSNLSFEEFKKLIRNRQSEAADSNPSELKYLGLDTHSQKKRRPYVALFEKCCLIGCTKRSLAKYC. Result: 0 (no interaction). (2) The miRNA is mmu-miR-143-3p with sequence UGAGAUGAAGCACUGUAGCUC. The protein sequence of the target gene is MLRLCFFISFMCLVKSDTDETCPSFTRLSFHSAVVGTGLSVRLMLYTQRDQTCAQIINSTALGSLNVTKKTTFIIHGFRPTGSPPVWIEELVQSLISVQEMNVVVVDWNRGATTVIYPHASSKTRQVASILKEFIDQMLVKGASLDNIYMIGVSLGAHIAGFVGESYEGKLGRVTGLDPAGPLFNGRPPEERLDPSDALFVDVIHSDTDALGYKEALGHIDFYPNGGLDQPGCPKTIFGGIKYFKCDHQMSVYLYLASLQNNCSITAYPCDSYRDYRNGKCVSCGAGQIVPCPRVGYYAD.... Result: 0 (no interaction). (3) The miRNA is hsa-miR-3065-5p with sequence UCAACAAAAUCACUGAUGCUGGA. The protein sequence of the target gene is MIQKLGAKGIKSDERNQREWDDGSEHDDVTKIYVRGGREGIRSIYFNYVKNGKPKDGSIHGYFDSGFTQTFEINHLRGEYLESVDAYYDKKSYGMQAIQFKTNFRTSELMGYSYECTMFTLAVQGKKIIGFHGSNYVHILSLGAYFISIAPTRLEVKGSKGSKKWDDGFDHENVSKIEVLGGFEGILYIKVDYIKNGKLETGLVHGHSGGDGFLQKMEINQSKNEYLVYVEGYYDDASETIQGLHFQTNLNNPVMMGYKKGRKFLLASNGNKIIGFHGYADKSLNSLGAYFSTTTPNKLE.... Result: 0 (no interaction). (4) The miRNA is hsa-miR-3921 with sequence UCUCUGAGUACCAUAUGCCUUGU. The protein sequence of the target gene is MRLGKPKGGISRSASQGKAYESKRKTARQRQKWGVAIRFDSGLSRRRRNVDEKPYKCAKCSKSFSQSSTLFQHKKIHTGKKSHKCADCGKSFFQSSNLIQHRRIHTGEKPYKCDECGERFKQSSNLIQHQRIHTGEKPYCCDECGRCFSQSSHLIQHQRTHTGEKPYQCEECDKCFSQSSHLRQHMKVHKEKKPHKRGKNARVKTHPVSWKRGKGRKAVAGIRQVKGATSGLFKKKK. Result: 0 (no interaction). (5) The miRNA is mmu-miR-301b-3p with sequence CAGUGCAAUGGUAUUGUCAAAGC. The protein sequence of the target gene is MFKADLGRIGIQLHTTYSRRIRKVKVMDNRKEPPFFNEDNVGPFYFKLPFYDTMELFIETLTGTCFELRVSPFEAVISVKGKIQRLEGIPICQQHLIWNNMELEDDYCLNDYNISEGCTLKLVLAMRGGPISTRKVPVEDPLRELAEYMDSSRDEVWEKTSCNKQVTFLVYREGDQLNFFRVVDRGDGTLTPLSESLSGSVYNLYTDEDEEAEPSPSGQQIIENSITMNKMKLLKAKMENMNLSKKPKKVVKVKPRPPLAPRPTSSSTAAARHRLLRVLPHIGQSCLPSGNAHLPETSRN.... Result: 1 (interaction). (6) The miRNA is mmu-miR-26a-5p with sequence UUCAAGUAAUCCAGGAUAGGCU. The protein sequence of the target gene is MAQSRDTGNPFPDSGELDNPFQDPAVIQHRPSQQYATLDVYNPFENREPPPAYEPPAPAPAPLPPPSAPSVQSSRKLSPTEPRNYGSYSTQASAAAATAELLKKQEELNRKAEELDRRERELQHVALGGAGTRQNNWPPLPSFCPVKPCFFQDISMEIPQEFQKTVSTMYYLWMCSTLALLLNFFACLARFCVDTGSGSGFGLSMLWLLLFTPCSFVCWYRPMYKAFRSDSSFNFFVFFFIFFVQDVFFVLQAIGIPGWGFSGWVTALVVVGSKPAVAVLMLLVALLFTGIAVLGIVMLK.... Result: 1 (interaction). (7) The miRNA is mmu-miR-135b-5p with sequence UAUGGCUUUUCAUUCCUAUGUGA. The protein sequence of the target gene is MPYEIKKVFASLPQVERGVSKIIGGDPKGNNFLYTNGKCVILRNIDNPALADIYTEHAHQVVVAKYAPSGFYIASGDVSGKLRIWDTTQKEHLLKYEYQPFAGKIKDIAWTEDSKRIAVVGEGREKFGAVFLWDSGSSVGEITGHNKVINSVDIKQSRPYRLATGSDDNCAAFFEGPPFKFKFTIGDHSRFVNCVRFSPDGNRFATASADGQIYIYDGKTGEKVCALGGSKAHDGGIYAISWSPDSTHLLSASGDKTSKIWDVSVNSVVSTFPMGSTVLDQQLGCLWQKDHLLSVSLSGY.... Result: 0 (no interaction). (8) The miRNA is hsa-miR-6726-3p with sequence CUCGCCCUGUCUCCCGCUAG. The protein sequence of the target gene is MPPVSRSSYSEDIVGSRRRRRSSSGSPPSPQSRCSSWDGCSRSHSRGREGLRPPWSELDVGALYPFSRSGSRGRLPRFRNYAFASSWSTSYSGYRYHRHCYAEERQSAEDYEKEESHRQRRLKERERIGELGAPEVWGPSPKFPQLDSDEHTPVEDEEEVTHQKSSSSDSNSEEHRKKKTSRSRNKKKRKNKSSKRKHRKYSDSDSNSESDTNSDSDDDKKRVKAKKKKKKKKHKTKKKKNKKTKKESSDSSCKDSEEDLSEATWMEQPNVADTMDLIGPEAPIIHTSQDEKPLKYGHAL.... Result: 0 (no interaction).